Dataset: Catalyst prediction with 721,799 reactions and 888 catalyst types from USPTO. Task: Predict which catalyst facilitates the given reaction. (1) Reactant: [Br:1][C:2]1[CH:7]=[CH:6][C:5]([CH2:8][OH:9])=[C:4]([CH3:10])[CH:3]=1.C(N(CC)CC)C.Cl[Si:19]([CH3:22])([CH3:21])[CH3:20].O. Product: [Br:1][C:2]1[CH:7]=[CH:6][C:5]([CH2:8][O:9][Si:19]([CH3:22])([CH3:21])[CH3:20])=[C:4]([CH3:10])[CH:3]=1. The catalyst class is: 1. (2) Product: [Cl:22][CH2:23][CH2:24][C@H:25]([C:27]1[S:28][CH:29]=[CH:30][CH:31]=1)[OH:26]. The catalyst class is: 1. Reactant: B1(C)OC(C2C=CC=CC=2)(C2C=CC=CC=2)[C@H]2N1CCC2.[Cl:22][CH2:23][CH2:24][C:25]([C:27]1[S:28][CH:29]=[CH:30][CH:31]=1)=[O:26]. (3) Reactant: [O:1]=[C:2]1[NH:6][C:5](=[O:7])[C:4](=[CH:8][C:9]2[CH:14]=[CH:13][C:12]([C:15]3[CH:20]=[CH:19][CH:18]=[C:17]([CH2:21][N:22]([CH3:31])[C:23](=[O:30])[CH2:24][CH2:25][CH2:26][CH2:27][CH2:28][CH3:29])[CH:16]=3)=[CH:11][CH:10]=2)[S:3]1. Product: [O:1]=[C:2]1[NH:6][C:5](=[O:7])[CH:4]([CH2:8][C:9]2[CH:14]=[CH:13][C:12]([C:15]3[CH:20]=[CH:19][CH:18]=[C:17]([CH2:21][N:22]([CH3:31])[C:23](=[O:30])[CH2:24][CH2:25][CH2:26][CH2:27][CH2:28][CH3:29])[CH:16]=3)=[CH:11][CH:10]=2)[S:3]1. The catalyst class is: 12. (4) Reactant: [CH:1]([C:4]1[C:8](=[O:9])[O:7][CH2:6][C:5]=1[N:10]1[CH2:14][CH2:13][C:12]2([CH2:19][CH2:18][N:17](C(OC(C)(C)C)=O)[CH2:16][CH2:15]2)[C:11]1=[O:27])([CH3:3])[CH3:2].FC(F)(F)C(O)=O. Product: [CH:1]([C:4]1[C:8](=[O:9])[O:7][CH2:6][C:5]=1[N:10]1[CH2:14][CH2:13][C:12]2([CH2:19][CH2:18][NH:17][CH2:16][CH2:15]2)[C:11]1=[O:27])([CH3:3])[CH3:2]. The catalyst class is: 2. (5) Reactant: [S:1]1[CH:5]=[CH:4][CH:3]=[C:2]1[C:6]1[CH:12]=[CH:11][C:9]([NH2:10])=[C:8]([N+:13]([O-])=O)[CH:7]=1.[H][H]. Product: [S:1]1[CH:5]=[CH:4][CH:3]=[C:2]1[C:6]1[CH:7]=[C:8]([NH2:13])[C:9]([NH2:10])=[CH:11][CH:12]=1. The catalyst class is: 45.